Dataset: Full USPTO retrosynthesis dataset with 1.9M reactions from patents (1976-2016). Task: Predict the reactants needed to synthesize the given product. Given the product [C:18]([C@@H:17]([NH:16][C:2]1[C:11]([C:12]([OH:14])=[O:13])=[CH:10][C:9]2[C:4](=[CH:5][CH:6]=[C:7]([Cl:15])[CH:8]=2)[N:3]=1)[CH2:21][C:22]1[CH:27]=[CH:26][C:25]([O:28][C:29]2[C:34]([C:35]([F:38])([F:36])[F:37])=[CH:33][CH:32]=[CH:31][N:30]=2)=[CH:24][CH:23]=1)([OH:20])=[O:19], predict the reactants needed to synthesize it. The reactants are: Cl[C:2]1[C:11]([C:12]([OH:14])=[O:13])=[CH:10][C:9]2[C:4](=[CH:5][CH:6]=[C:7]([Cl:15])[CH:8]=2)[N:3]=1.[NH2:16][C@@H:17]([CH2:21][C:22]1[CH:27]=[CH:26][C:25]([O:28][C:29]2[C:34]([C:35]([F:38])([F:37])[F:36])=[CH:33][CH:32]=[CH:31][N:30]=2)=[CH:24][CH:23]=1)[C:18]([OH:20])=[O:19].